Dataset: Full USPTO retrosynthesis dataset with 1.9M reactions from patents (1976-2016). Task: Predict the reactants needed to synthesize the given product. Given the product [OH:37][C:33]1([CH2:36][OH:38])[CH:35]=[CH:12][C:11]2[CH:14]=[C:15]([C:18](=[O:20])[CH3:19])[CH:16]=[CH:17][C:10]=2[O:9][CH2:34]1, predict the reactants needed to synthesize it. The reactants are: CS(N)(=O)=O.C=C1C=[CH:12][C:11]2[CH:14]=[C:15]([C:18](=[O:20])[CH3:19])[CH:16]=[CH:17][C:10]=2[O:9]C1.S(S([O-])=O)([O-])(=O)=O.[Na+].[Na+].ClCCl.[C:33]([OH:37])([CH3:36])([CH3:35])[CH3:34].[OH2:38].